This data is from Forward reaction prediction with 1.9M reactions from USPTO patents (1976-2016). The task is: Predict the product of the given reaction. (1) Given the reactants [C:1]([O:5][C:6]([N:8]1[C:17]2[C:12](=[CH:13][CH:14]=[CH:15][CH:16]=2)[N:11]([C:18]2[CH:23]=[CH:22][C:21]([N:24]3[CH2:29][CH2:28][NH:27][CH2:26][CH2:25]3)=[CH:20][N:19]=2)[CH2:10][CH2:9]1)=[O:7])([CH3:4])([CH3:3])[CH3:2].ClCCl.[CH2:33]([S:35](Cl)(=[O:37])=[O:36])[CH3:34], predict the reaction product. The product is: [C:1]([O:5][C:6]([N:8]1[C:17]2[C:12](=[CH:13][CH:14]=[CH:15][CH:16]=2)[N:11]([C:18]2[CH:23]=[CH:22][C:21]([N:24]3[CH2:29][CH2:28][N:27]([S:35]([CH2:33][CH3:34])(=[O:37])=[O:36])[CH2:26][CH2:25]3)=[CH:20][N:19]=2)[CH2:10][CH2:9]1)=[O:7])([CH3:4])([CH3:2])[CH3:3]. (2) Given the reactants C(=O)([O-])[O-].[K+].[K+].CN(C=O)C.F[C:13]1[CH:14]=[CH:15][C:16]([N+:20]([O-:22])=[O:21])=[C:17]([CH3:19])[CH:18]=1.[F:23][C:24]([F:31])([F:30])[C:25]1[CH:29]=[CH:28][NH:27][N:26]=1, predict the reaction product. The product is: [CH3:19][C:17]1[CH:18]=[C:13]([N:27]2[CH:28]=[CH:29][C:25]([C:24]([F:31])([F:30])[F:23])=[N:26]2)[CH:14]=[CH:15][C:16]=1[N+:20]([O-:22])=[O:21]. (3) Given the reactants [O:1]1[CH:5]=[CH:4][CH:3]=[C:2]1[CH2:6][CH2:7][CH:8]1[C:17]2[C:12](=[CH:13][C:14]([O:20][CH3:21])=[C:15]([O:18][CH3:19])[CH:16]=2)[CH2:11][CH2:10][N:9]1[CH:22]([C:26]1[CH:31]=[CH:30][CH:29]=[CH:28][CH:27]=1)[C:23](O)=[O:24].[Br-].[NH4+:33], predict the reaction product. The product is: [O:1]1[CH:5]=[CH:4][CH:3]=[C:2]1[CH2:6][CH2:7][CH:8]1[C:17]2[C:12](=[CH:13][C:14]([O:20][CH3:21])=[C:15]([O:18][CH3:19])[CH:16]=2)[CH2:11][CH2:10][N:9]1[CH:22]([C:26]1[CH:31]=[CH:30][CH:29]=[CH:28][CH:27]=1)[C:23]([NH2:33])=[O:24]. (4) Given the reactants [O:1]=[C:2]1[N:8]([CH:9]2[CH2:14][CH2:13][N:12]([C:15]([O:17][C@H:18]([CH2:34][C:35]3[CH:40]=[C:39]([C:41]([F:44])([F:43])[F:42])[C:38]([NH2:45])=[C:37]([Cl:46])[CH:36]=3)[C:19]([N:21]3[CH2:26][CH2:25][CH:24]([N:27]4[CH2:32][CH2:31][N:30]([CH3:33])[CH2:29][CH2:28]4)[CH2:23][CH2:22]3)=[O:20])=[O:16])[CH2:11][CH2:10]2)[CH2:7][CH2:6][C:5]2[CH:47]=[CH:48][CH:49]=[CH:50][C:4]=2[NH:3]1.[C:51]([OH:58])(=[O:57])[CH2:52][CH2:53][C:54]([OH:56])=[O:55], predict the reaction product. The product is: [C:51]([OH:58])(=[O:57])[CH2:52][CH2:53][C:54]([OH:56])=[O:55].[C:51]([OH:58])(=[O:57])[CH2:52][CH2:53][C:54]([OH:56])=[O:55].[O:1]=[C:2]1[N:8]([CH:9]2[CH2:14][CH2:13][N:12]([C:15]([O:17][C@H:18]([CH2:34][C:35]3[CH:40]=[C:39]([C:41]([F:43])([F:42])[F:44])[C:38]([NH2:45])=[C:37]([Cl:46])[CH:36]=3)[C:19]([N:21]3[CH2:26][CH2:25][CH:24]([N:27]4[CH2:28][CH2:29][N:30]([CH3:33])[CH2:31][CH2:32]4)[CH2:23][CH2:22]3)=[O:20])=[O:16])[CH2:11][CH2:10]2)[CH2:7][CH2:6][C:5]2[CH:47]=[CH:48][CH:49]=[CH:50][C:4]=2[NH:3]1. (5) The product is: [CH3:29][N:30]([CH2:21][CH2:20][CH2:19][CH2:18][C:16]1[CH:15]=[CH:14][C:13]2[C:9]([C:6]3[CH:7]=[CH:8][C:3]([C:2]([F:28])([F:1])[F:27])=[CH:4][CH:5]=3)=[N:10][S:11][C:12]=2[CH:17]=1)[CH2:31][CH2:32][OH:33]. Given the reactants [F:1][C:2]([F:28])([F:27])[C:3]1[CH:8]=[CH:7][C:6]([C:9]2[C:13]3[CH:14]=[CH:15][C:16]([CH2:18][CH2:19][CH2:20][CH2:21]OS(C)(=O)=O)=[CH:17][C:12]=3[S:11][N:10]=2)=[CH:5][CH:4]=1.[CH3:29][NH:30][CH2:31][CH2:32][OH:33], predict the reaction product. (6) Given the reactants [CH:1]1([C:4]2[CH:5]=[CH:6][C:7]([C:15]([OH:17])=O)=[N:8][C:9]=2[O:10][CH2:11][CH:12]2[CH2:14][CH2:13]2)[CH2:3][CH2:2]1.[NH2:18][C@@H:19]([C:23]1[CH:28]=[CH:27][C:26]([Cl:29])=[CH:25][CH:24]=1)[C:20]([NH2:22])=[O:21], predict the reaction product. The product is: [C:20]([C@@H:19]([NH:18][C:15]([C:7]1[CH:6]=[CH:5][C:4]([CH:1]2[CH2:2][CH2:3]2)=[C:9]([O:10][CH2:11][CH:12]2[CH2:13][CH2:14]2)[N:8]=1)=[O:17])[C:23]1[CH:28]=[CH:27][C:26]([Cl:29])=[CH:25][CH:24]=1)(=[O:21])[NH2:22]. (7) Given the reactants [CH3:1][O:2][C:3]1[C:8]([O:9][CH3:10])=[C:7]([O:11][CH2:12][C:13]2[CH:18]=[CH:17][CH:16]=[CH:15][CH:14]=2)[C:6]([CH3:19])=[C:5]([CH2:20][CH2:21][C:22]2[CH:27]=[CH:26][C:25]([OH:28])=[CH:24][CH:23]=2)[N:4]=1.CN(C=O)C.[OH-].[Na+].S(C1C=CC(C)=CC=1)(O[CH2:40][CH2:41][F:42])(=O)=O, predict the reaction product. The product is: [CH3:1][O:2][C:3]1[C:8]([O:9][CH3:10])=[C:7]([O:11][CH2:12][C:13]2[CH:18]=[CH:17][CH:16]=[CH:15][CH:14]=2)[C:6]([CH3:19])=[C:5]([CH2:20][CH2:21][C:22]2[CH:27]=[CH:26][C:25]([O:28][CH2:40][CH2:41][F:42])=[CH:24][CH:23]=2)[N:4]=1.